This data is from Forward reaction prediction with 1.9M reactions from USPTO patents (1976-2016). The task is: Predict the product of the given reaction. (1) Given the reactants Cl[C:2]1[C:7]([N+:8]([O-:10])=[O:9])=[CH:6][CH:5]=[C:4]([O:11][CH3:12])[N:3]=1.[CH3:13][O:14][CH2:15][CH2:16][NH:17][CH2:18][CH2:19][O:20][CH3:21], predict the reaction product. The product is: [CH3:13][O:14][CH2:15][CH2:16][N:17]([CH2:18][CH2:19][O:20][CH3:21])[C:2]1[C:7]([N+:8]([O-:10])=[O:9])=[CH:6][CH:5]=[C:4]([O:11][CH3:12])[N:3]=1. (2) Given the reactants [CH3:1][O:2][C:3]1[CH:8]=[C:7]([CH3:9])[CH:6]=[CH:5][C:4]=1[CH2:10][NH2:11].CCN(CC)CC.Cl[C:20](=[O:26])[C:21]([O:23]CC)=O.[CH3:27][C:28]1[CH:29]=[CH:30][C:31]([CH2:34][CH2:35][NH2:36])=[N:32][CH:33]=1, predict the reaction product. The product is: [CH3:1][O:2][C:3]1[CH:8]=[C:7]([CH3:9])[CH:6]=[CH:5][C:4]=1[CH2:10][NH:11][C:21](=[O:23])[C:20]([NH:36][CH2:35][CH2:34][C:31]1[CH:30]=[CH:29][C:28]([CH3:27])=[CH:33][N:32]=1)=[O:26].